Task: Predict the reactants needed to synthesize the given product.. Dataset: Full USPTO retrosynthesis dataset with 1.9M reactions from patents (1976-2016) (1) Given the product [N:18]1[CH:19]=[CH:20][CH:21]=[C:16]([N:22]2[CH2:26][CH2:25][CH2:24][C:23]2=[O:27])[CH:17]=1, predict the reactants needed to synthesize it. The reactants are: C(=O)([O-])[O-].[K+].[K+].CN(C)CCN(C)C.I[C:16]1[CH:17]=[N:18][CH:19]=[CH:20][CH:21]=1.[NH:22]1[CH2:26][CH2:25][CH2:24][C:23]1=[O:27]. (2) Given the product [C:1]([N:4]1[CH2:5][CH2:6][N:7]([CH2:10][CH2:11][O:12][C:13]2[CH:14]=[CH:15][C:16]([CH:19]3[CH2:20][CH2:21][N:22]([C:25]4[CH2:26][CH2:27][C:28]5[N:29]([C:31]([C:34]([F:35])([F:36])[F:37])=[N:32][N:33]=5)[N:30]=4)[CH2:23][CH2:24]3)=[CH:17][CH:18]=2)[CH2:8][CH2:9]1)(=[O:3])[CH3:2], predict the reactants needed to synthesize it. The reactants are: [C:1]([N:4]1[CH2:9][CH2:8][N:7]([CH2:10][CH2:11][O:12][C:13]2[CH:18]=[CH:17][C:16]([CH:19]3[CH2:24][CH2:23][N:22]([C:25]4[CH:26]=[CH:27][C:28]5[N:29]([C:31]([C:34]([F:37])([F:36])[F:35])=[N:32][N:33]=5)[N:30]=4)[CH2:21][CH2:20]3)=[CH:15][CH:14]=2)[CH2:6][CH2:5]1)(=[O:3])[CH3:2]. (3) Given the product [C:12]([O:11][C:9]([NH:16][CH2:17][CH:18]([CH2:24][C:25]1[CH:30]=[CH:29][C:28]([Cl:31])=[C:27]([F:32])[CH:26]=1)[C:19]([O:21][CH2:22][CH3:23])=[O:20])=[O:10])([CH3:13])([CH3:14])[CH3:15], predict the reactants needed to synthesize it. The reactants are: [CH3:13][C:12]([O:11][C:9](O[C:9]([O:11][C:12]([CH3:15])([CH3:14])[CH3:13])=[O:10])=[O:10])([CH3:15])[CH3:14].[NH2:16][CH2:17][CH:18]([CH2:24][C:25]1[CH:30]=[CH:29][C:28]([Cl:31])=[C:27]([F:32])[CH:26]=1)[C:19]([O:21][CH2:22][CH3:23])=[O:20].